From a dataset of Forward reaction prediction with 1.9M reactions from USPTO patents (1976-2016). Predict the product of the given reaction. Given the reactants CC(OP(C1C=CC(N)=CC=1)(=O)OC(C)C)C.[CH3:18][C:19]1([CH3:35])[CH2:24][O:23][P:22](=[O:34])([C:25]2[CH:30]=[CH:29][CH:28]=[C:27]([N+:31]([O-])=O)[CH:26]=2)[O:21][CH2:20]1, predict the reaction product. The product is: [CH3:18][C:19]1([CH3:35])[CH2:20][O:21][P:22]([C:25]2[CH:26]=[C:27]([CH:28]=[CH:29][CH:30]=2)[NH2:31])(=[O:34])[O:23][CH2:24]1.